This data is from Forward reaction prediction with 1.9M reactions from USPTO patents (1976-2016). The task is: Predict the product of the given reaction. (1) The product is: [C:24]1([NH:23][C:19]2[N:18]=[C:17]([C:16]3[C:8]([C:4]4[CH:3]=[C:2]([NH:1][C:34](=[O:41])[C:35]5[CH:40]=[CH:39][CH:38]=[N:37][CH:36]=5)[CH:7]=[CH:6][CH:5]=4)=[N:9][N:10]4[CH:15]=[CH:14][CH:13]=[CH:12][C:11]=34)[CH:22]=[CH:21][N:20]=2)[CH:29]=[CH:28][CH:27]=[CH:26][CH:25]=1. Given the reactants [NH2:1][C:2]1[CH:3]=[C:4]([C:8]2[C:16]([C:17]3[CH:22]=[CH:21][N:20]=[C:19]([NH:23][C:24]4[CH:29]=[CH:28][CH:27]=[CH:26][CH:25]=4)[N:18]=3)=[C:11]3[CH:12]=[CH:13][CH:14]=[CH:15][N:10]3[N:9]=2)[CH:5]=[CH:6][CH:7]=1.C(Cl)Cl.Cl.[C:34](Cl)(=[O:41])[C:35]1[CH:40]=[CH:39][CH:38]=[N:37][CH:36]=1, predict the reaction product. (2) Given the reactants O=[C:2]([CH2:13][C:14]1[CH:19]=[CH:18][CH:17]=[CH:16][N:15]=1)[CH:3]([NH:5][C:6](=[O:12])[O:7][C:8]([CH3:11])([CH3:10])[CH3:9])[CH3:4].[NH2:20][C:21]1[CH:28]=[CH:27][C:26]([F:29])=[CH:25][C:22]=1[CH:23]=O.[OH-].[K+], predict the reaction product. The product is: [C:8]([O:7][C:6](=[O:12])[NH:5][CH:3]([C:2]1[C:13]([C:14]2[CH:19]=[CH:18][CH:17]=[CH:16][N:15]=2)=[CH:23][C:22]2[C:21](=[CH:28][CH:27]=[C:26]([F:29])[CH:25]=2)[N:20]=1)[CH3:4])([CH3:11])([CH3:10])[CH3:9]. (3) Given the reactants Br[C:2]1[CH:3]=[C:4]([C:8]2[N:13]=[C:12]([C:14]3[CH:19]=[CH:18][CH:17]=[CH:16][CH:15]=3)[N:11]=[C:10]([C:20]3[CH:25]=[CH:24][CH:23]=[CH:22][CH:21]=3)[N:9]=2)[CH:5]=[CH:6][CH:7]=1.CC1(C)C(C)(C)OB([C:34]2[CH:47]=[CH:46][C:45]3[C:36](=[C:37]4[C:42](=[CH:43][CH:44]=3)[CH:41]=[CH:40][CH:39]=[N:38]4)[N:35]=2)O1.C(=O)([O-])[O-].[Cs+].[Cs+].C1(P(C2C=CC=CC=2)C2C=CC=CC=2)C=CC=CC=1, predict the reaction product. The product is: [C:14]1([C:12]2[N:11]=[C:10]([C:20]3[CH:25]=[CH:24][CH:23]=[CH:22][CH:21]=3)[N:9]=[C:8]([C:4]3[CH:5]=[CH:6][CH:7]=[C:2]([C:39]4[CH:40]=[CH:41][C:42]5[C:37](=[C:36]6[C:45](=[CH:44][CH:43]=5)[CH:46]=[CH:47][CH:34]=[N:35]6)[N:38]=4)[CH:3]=3)[N:13]=2)[CH:19]=[CH:18][CH:17]=[CH:16][CH:15]=1.